Dataset: Merck oncology drug combination screen with 23,052 pairs across 39 cell lines. Task: Regression. Given two drug SMILES strings and cell line genomic features, predict the synergy score measuring deviation from expected non-interaction effect. (1) Drug 1: N#Cc1ccc(Cn2cncc2CN2CCN(c3cccc(Cl)c3)C(=O)C2)cc1. Drug 2: CCc1c2c(nc3ccc(O)cc13)-c1cc3c(c(=O)n1C2)COC(=O)C3(O)CC. Cell line: UWB1289BRCA1. Synergy scores: synergy=13.9. (2) Drug 1: CC1(c2nc3c(C(N)=O)cccc3[nH]2)CCCN1. Drug 2: COC1=C2CC(C)CC(OC)C(O)C(C)C=C(C)C(OC(N)=O)C(OC)C=CC=C(C)C(=O)NC(=CC1=O)C2=O. Cell line: LOVO. Synergy scores: synergy=13.1.